Task: Predict the reaction yield, written as a fraction of the theoretical maximum amount of product (1.0 means a 100% yield; for example, 0.34 means a 34% yield).. Dataset: Reaction yield outcomes from USPTO patents with 853,638 reactions (1) The yield is 1.00. The catalyst is O1CCCC1. The product is [Cl:20][C:19]1[C:14]([O:10][CH:5]([C:6]([F:9])([F:8])[F:7])[C:4]([F:12])([F:11])[F:3])=[N:15][CH:16]=[C:17]([N+:21]([O-:23])=[O:22])[CH:18]=1. The reactants are [H-].[Na+].[F:3][C:4]([F:12])([F:11])[CH:5]([OH:10])[C:6]([F:9])([F:8])[F:7].Cl[C:14]1[C:19]([Cl:20])=[CH:18][C:17]([N+:21]([O-:23])=[O:22])=[CH:16][N:15]=1. (2) The reactants are [CH:1]1[C:9]2[C:8]3[CH:10]=[CH:11][CH:12]=[CH:13][C:7]=3[O:6][C:5]=2[CH:4]=[CH:3][CH:2]=1.C(O)(=O)C.[Br:18]Br. The catalyst is O. The product is [Br:18][C:2]1[CH:3]=[CH:4][C:5]2[O:6][C:7]3[CH:13]=[CH:12][CH:11]=[CH:10][C:8]=3[C:9]=2[CH:1]=1. The yield is 0.310. (3) The reactants are [CH3:1][S:2]([NH:5][C:6]1[C:7]([C:19]2[CH:24]=[CH:23][CH:22]=[CH:21][CH:20]=2)=[N:8][C:9]2[C:14]([C:15]=1[C:16]([OH:18])=O)=[CH:13][CH:12]=[CH:11][CH:10]=2)(=[O:4])=[O:3].C1C=C2N=NN(O)C2=CC=1.O.CN1CCOCC1.CCN=C=NCCCN(C)C.Cl.Cl.[NH2:56][C@H:57]([C:61]1[CH:66]=[CH:65][CH:64]=[CH:63][CH:62]=1)[C@@H:58]([OH:60])[CH3:59]. The catalyst is C(Cl)Cl. The product is [OH:60][C@@H:58]([CH3:59])[C@H:57]([NH:56][C:16]([C:15]1[C:14]2[C:9](=[CH:10][CH:11]=[CH:12][CH:13]=2)[N:8]=[C:7]([C:19]2[CH:20]=[CH:21][CH:22]=[CH:23][CH:24]=2)[C:6]=1[NH:5][S:2]([CH3:1])(=[O:3])=[O:4])=[O:18])[C:61]1[CH:62]=[CH:63][CH:64]=[CH:65][CH:66]=1. The yield is 0.480. (4) The reactants are [Cl:1][C:2]1[C:3]([O:29][C:30]2[CH:35]=[CH:34][N:33]=[C:32](Cl)[CH:31]=2)=[CH:4][C:5]([F:28])=[C:6]([NH:8][C:9]([C:11]2[C:12](=[O:27])[N:13]([C:20]3[CH:25]=[CH:24][C:23]([F:26])=[CH:22][CH:21]=3)[CH:14]=[CH:15][C:16]=2[O:17][CH2:18][CH3:19])=[O:10])[CH:7]=1.[C:37]([NH2:40])(=[O:39])[CH3:38].C([O-])([O-])=O.[Cs+].[Cs+].CC1(C)C2C(=C(P(C3C=CC=CC=3)C3C=CC=CC=3)C=CC=2)OC2C(P(C3C=CC=CC=3)C3C=CC=CC=3)=CC=CC1=2. The catalyst is O1CCOCC1.[Cl-].[Na+].O.C1C=CC(/C=C/C(/C=C/C2C=CC=CC=2)=O)=CC=1.C1C=CC(/C=C/C(/C=C/C2C=CC=CC=2)=O)=CC=1.C1C=CC(/C=C/C(/C=C/C2C=CC=CC=2)=O)=CC=1.[Pd].[Pd]. The product is [C:37]([NH:40][C:32]1[CH:31]=[C:30]([O:29][C:3]2[C:2]([Cl:1])=[CH:7][C:6]([NH:8][C:9]([C:11]3[C:12](=[O:27])[N:13]([C:20]4[CH:21]=[CH:22][C:23]([F:26])=[CH:24][CH:25]=4)[CH:14]=[CH:15][C:16]=3[O:17][CH2:18][CH3:19])=[O:10])=[C:5]([F:28])[CH:4]=2)[CH:35]=[CH:34][N:33]=1)(=[O:39])[CH3:38]. The yield is 0.505.